Dataset: Peptide-MHC class II binding affinity with 134,281 pairs from IEDB. Task: Regression. Given a peptide amino acid sequence and an MHC pseudo amino acid sequence, predict their binding affinity value. This is MHC class II binding data. (1) The peptide sequence is NQAFRNIVNMLHGVR. The MHC is HLA-DQA10401-DQB10402 with pseudo-sequence HLA-DQA10401-DQB10402. The binding affinity (normalized) is 0.189. (2) The peptide sequence is EEHLAPFMSDLQFNQ. The binding affinity (normalized) is 0.555. The MHC is DRB1_0101 with pseudo-sequence DRB1_0101. (3) The peptide sequence is LVDEFVVSTRDVCKN. The MHC is DRB1_0101 with pseudo-sequence DRB1_0101. The binding affinity (normalized) is 0.278. (4) The peptide sequence is AADHAAPEDKYEAFV. The MHC is HLA-DPA10201-DPB10501 with pseudo-sequence HLA-DPA10201-DPB10501. The binding affinity (normalized) is 0.151. (5) The peptide sequence is ISEWQPSKGWNDWEN. The MHC is HLA-DQA10201-DQB10301 with pseudo-sequence HLA-DQA10201-DQB10301. The binding affinity (normalized) is 0.278.